Dataset: NCI-60 drug combinations with 297,098 pairs across 59 cell lines. Task: Regression. Given two drug SMILES strings and cell line genomic features, predict the synergy score measuring deviation from expected non-interaction effect. (1) Drug 1: C1=CN(C(=O)N=C1N)C2C(C(C(O2)CO)O)O.Cl. Drug 2: C1C(C(OC1N2C=NC3=C2NC=NCC3O)CO)O. Cell line: EKVX. Synergy scores: CSS=8.47, Synergy_ZIP=0.0624, Synergy_Bliss=4.95, Synergy_Loewe=1.60, Synergy_HSA=3.62. (2) Drug 1: CC(C1=C(C=CC(=C1Cl)F)Cl)OC2=C(N=CC(=C2)C3=CN(N=C3)C4CCNCC4)N. Drug 2: CC1C(C(CC(O1)OC2CC(CC3=C2C(=C4C(=C3O)C(=O)C5=C(C4=O)C(=CC=C5)OC)O)(C(=O)C)O)N)O.Cl. Cell line: SNB-75. Synergy scores: CSS=48.0, Synergy_ZIP=20.5, Synergy_Bliss=23.0, Synergy_Loewe=9.66, Synergy_HSA=22.2. (3) Drug 1: CC1=C2C(C(=O)C3(C(CC4C(C3C(C(C2(C)C)(CC1OC(=O)C(C(C5=CC=CC=C5)NC(=O)OC(C)(C)C)O)O)OC(=O)C6=CC=CC=C6)(CO4)OC(=O)C)OC)C)OC. Drug 2: CCN(CC)CCCC(C)NC1=C2C=C(C=CC2=NC3=C1C=CC(=C3)Cl)OC. Cell line: COLO 205. Synergy scores: CSS=70.8, Synergy_ZIP=2.56, Synergy_Bliss=-0.587, Synergy_Loewe=-18.2, Synergy_HSA=3.23. (4) Drug 1: C1=NC(=NC(=O)N1C2C(C(C(O2)CO)O)O)N. Drug 2: CS(=O)(=O)OCCCCOS(=O)(=O)C. Cell line: EKVX. Synergy scores: CSS=3.68, Synergy_ZIP=-0.941, Synergy_Bliss=-0.0249, Synergy_Loewe=-1.45, Synergy_HSA=-0.760. (5) Drug 1: CN(C)C1=NC(=NC(=N1)N(C)C)N(C)C. Drug 2: C1=NNC2=C1C(=O)NC=N2. Cell line: HOP-62. Synergy scores: CSS=3.28, Synergy_ZIP=-0.223, Synergy_Bliss=1.87, Synergy_Loewe=-5.11, Synergy_HSA=-2.88.